Dataset: Reaction yield outcomes from USPTO patents with 853,638 reactions. Task: Predict the reaction yield, written as a fraction of the theoretical maximum amount of product (1.0 means a 100% yield; for example, 0.34 means a 34% yield). The product is [I:18][C:15]1[C:9]2[C:10](=[N:11][CH:12]=[C:7]([N:1]3[CH2:2][CH2:3][O:4][CH2:5][CH2:6]3)[CH:8]=2)[NH:13][CH:14]=1. The catalyst is CN(C=O)C.O. The reactants are [N:1]1([C:7]2[CH:8]=[C:9]3[CH:15]=[CH:14][NH:13][C:10]3=[N:11][CH:12]=2)[CH2:6][CH2:5][O:4][CH2:3][CH2:2]1.[OH-].[K+].[I:18]I.[O-]S([O-])(=S)=O.[Na+].[Na+]. The yield is 0.660.